Regression. Given two drug SMILES strings and cell line genomic features, predict the synergy score measuring deviation from expected non-interaction effect. From a dataset of Merck oncology drug combination screen with 23,052 pairs across 39 cell lines. (1) Drug 1: CCN(CC)CCNC(=O)c1c(C)[nH]c(C=C2C(=O)Nc3ccc(F)cc32)c1C. Drug 2: C=CCn1c(=O)c2cnc(Nc3ccc(N4CCN(C)CC4)cc3)nc2n1-c1cccc(C(C)(C)O)n1. Cell line: UWB1289BRCA1. Synergy scores: synergy=-1.22. (2) Drug 1: NC1(c2ccc(-c3nc4ccn5c(=O)[nH]nc5c4cc3-c3ccccc3)cc2)CCC1. Drug 2: CC1(c2nc3c(C(N)=O)cccc3[nH]2)CCCN1. Cell line: RPMI7951. Synergy scores: synergy=7.40. (3) Drug 1: O=c1[nH]cc(F)c(=O)[nH]1. Drug 2: Cn1cc(-c2cnn3c(N)c(Br)c(C4CCCNC4)nc23)cn1. Cell line: HT29. Synergy scores: synergy=18.5.